From a dataset of Full USPTO retrosynthesis dataset with 1.9M reactions from patents (1976-2016). Predict the reactants needed to synthesize the given product. (1) Given the product [C:17]([C:16]1[C:11]([NH:10][C:6]2[CH:5]=[C:4]3[C:9](=[CH:8][CH:7]=2)[NH:1][CH:2]=[CH:3]3)=[C:12]([C:19]2[CH:20]=[C:21]([NH:25][C:30](=[O:32])[CH3:31])[CH:22]=[CH:23][CH:24]=2)[CH:13]=[N:14][CH:15]=1)#[N:18], predict the reactants needed to synthesize it. The reactants are: [NH:1]1[C:9]2[C:4](=[CH:5][C:6]([NH:10][C:11]3[C:16]([C:17]#[N:18])=[CH:15][N:14]=[CH:13][C:12]=3[C:19]3[CH:24]=[CH:23][CH:22]=[C:21]([N+:25]([O-])=O)[CH:20]=3)=[CH:7][CH:8]=2)[CH:3]=[CH:2]1.NN.[C:30](Cl)(=[O:32])[CH3:31]. (2) Given the product [CH:13]([CH:8]([CH2:7][C:5]1[CH:4]=[N:3][N:2]([CH3:1])[CH:6]=1)[C:9]([O:11][CH3:12])=[O:10])=[O:14], predict the reactants needed to synthesize it. The reactants are: [CH3:1][N:2]1[CH:6]=[C:5]([CH2:7][CH2:8][C:9]([O:11][CH3:12])=[O:10])[CH:4]=[N:3]1.[CH:13](OC)=[O:14].CC([O-])(C)C.[K+]. (3) Given the product [C:23]([O:22][C:20]([N:17]1[CH2:18][CH2:19][N:14]([C:11]2[N:12]=[CH:13][C:8]([C:6]3[N:7]4[CH:29]=[C:30]([C:31]([O:33][CH2:34][CH3:35])=[O:32])[N:1]=[C:2]4[C:3]([Cl:27])=[N:4][CH:5]=3)=[CH:9][CH:10]=2)[CH2:15][CH2:16]1)=[O:21])([CH3:24])([CH3:26])[CH3:25], predict the reactants needed to synthesize it. The reactants are: [NH2:1][C:2]1[N:7]=[C:6]([C:8]2[CH:9]=[CH:10][C:11]([N:14]3[CH2:19][CH2:18][N:17]([C:20]([O:22][C:23]([CH3:26])([CH3:25])[CH3:24])=[O:21])[CH2:16][CH2:15]3)=[N:12][CH:13]=2)[CH:5]=[N:4][C:3]=1[Cl:27].Br[CH2:29][C:30](=O)[C:31]([O:33][CH2:34][CH3:35])=[O:32]. (4) Given the product [NH2:1][C:2]1[N:6]([C:7]2[CH:12]=[CH:11][CH:10]=[CH:9][CH:8]=2)[N:5]=[C:4]([O:13][CH2:26][CH:27]2[CH2:32][CH2:31][N:30]([C:33]([O:35][C:36]([CH3:37])([CH3:39])[CH3:38])=[O:34])[CH2:29][CH2:28]2)[C:3]=1[CH3:14], predict the reactants needed to synthesize it. The reactants are: [NH2:1][C:2]1[N:6]([C:7]2[CH:12]=[CH:11][CH:10]=[CH:9][CH:8]=2)[NH:5][C:4](=[O:13])[C:3]=1[CH3:14].CC(N(C)C)=O.CS(O[CH2:26][CH:27]1[CH2:32][CH2:31][N:30]([C:33]([O:35][C:36]([CH3:39])([CH3:38])[CH3:37])=[O:34])[CH2:29][CH2:28]1)(=O)=O.C(=O)([O-])[O-].[Cs+].[Cs+]. (5) Given the product [NH2:10][C:11]1[N:19]=[CH:18][C:17]([Br:20])=[CH:16][C:12]=1[C:13]([NH:9][CH2:8][C:5]1[CH:6]=[CH:7][C:2]([F:1])=[CH:3][CH:4]=1)=[O:14], predict the reactants needed to synthesize it. The reactants are: [F:1][C:2]1[CH:7]=[CH:6][C:5]([CH2:8][NH2:9])=[CH:4][CH:3]=1.[NH2:10][C:11]1[N:19]=[CH:18][C:17]([Br:20])=[CH:16][C:12]=1[C:13](O)=[O:14].CCN(CC)CC.C(P1(=O)OP(CCC)(=O)OP(CCC)(=O)O1)CC.